Dataset: Forward reaction prediction with 1.9M reactions from USPTO patents (1976-2016). Task: Predict the product of the given reaction. (1) Given the reactants [CH2:1]([P:7]([CH2:14][CH2:15][CH2:16][CH2:17][CH2:18][CH3:19])[CH2:8][CH2:9][CH2:10][CH2:11][CH2:12][CH3:13])[CH2:2][CH2:3][CH2:4][CH2:5][CH3:6].[I:20][CH3:21], predict the reaction product. The product is: [I-:20].[CH2:14]([P+:7]([CH2:1][CH2:2][CH2:3][CH2:4][CH2:5][CH3:6])([CH2:8][CH2:9][CH2:10][CH2:11][CH2:12][CH3:13])[CH3:21])[CH2:15][CH2:16][CH2:17][CH2:18][CH3:19]. (2) Given the reactants Cl[C:2]([O:4][CH2:5][CH3:6])=[O:3].[C:7]([O:10][NH:11][S:12]([C:15]1[CH:20]=[CH:19][CH:18]=[CH:17][C:16]=1[Br:21])(=[O:14])=[O:13])(=[O:9])[CH3:8], predict the reaction product. The product is: [C:7]([O:10][N:11]([S:12]([C:15]1[CH:20]=[CH:19][CH:18]=[CH:17][C:16]=1[Br:21])(=[O:14])=[O:13])[C:2](=[O:3])[O:4][CH2:5][CH3:6])(=[O:9])[CH3:8]. (3) Given the reactants [CH:1]1([CH:6]=[C:7]([C:18]2[NH:31][C:21]3=[N:22][CH:23]=[C:24]([O:26][CH2:27][CH2:28][O:29][CH3:30])[CH:25]=[C:20]3[CH:19]=2)[C:8]2[CH:13]=[CH:12][C:11]([S:14]([CH3:17])(=[O:16])=[O:15])=[CH:10][CH:9]=2)[CH2:5][CH2:4][CH2:3][CH2:2]1, predict the reaction product. The product is: [CH:1]1([CH2:6][CH:7]([C:18]2[NH:31][C:21]3=[N:22][CH:23]=[C:24]([O:26][CH2:27][CH2:28][O:29][CH3:30])[CH:25]=[C:20]3[CH:19]=2)[C:8]2[CH:13]=[CH:12][C:11]([S:14]([CH3:17])(=[O:16])=[O:15])=[CH:10][CH:9]=2)[CH2:5][CH2:4][CH2:3][CH2:2]1. (4) Given the reactants CO[C:3]1[CH:16]=[CH:15][C:6]([CH2:7][NH:8][CH2:9][C:10]([O:12]CC)=O)=[C:5]([N+:17]([O-])=O)[CH:4]=1.[Cl:20][C:21]1[CH:29]=[CH:28][C:24]([C:25](Cl)=[O:26])=[CH:23][CH:22]=1.C(N(CC)CC)C.[H][H].[N:39]1([C:44]([C:46]2[CH:53]=[CH:52][C:49]([CH:50]=O)=[CH:48][CH:47]=2)=[O:45])[CH2:43][CH:42]=[CH:41][CH2:40]1.[C:54](O)(=[O:56])C.C(O[BH-](OC(=O)C)OC(=O)C)(=O)C.[Na+], predict the reaction product. The product is: [Cl:20][C:21]1[CH:29]=[CH:28][C:24]([C:25]([N:8]2[CH2:7][C:6]3[C:15]([O:56][CH3:54])=[CH:16][CH:3]=[CH:4][C:5]=3[N:17]([CH2:50][C:49]3[CH:52]=[CH:53][C:46]([C:44]([N:39]4[CH2:43][CH:42]=[CH:41][CH2:40]4)=[O:45])=[CH:47][CH:48]=3)[C:10](=[O:12])[CH2:9]2)=[O:26])=[CH:23][CH:22]=1. (5) Given the reactants [Li]CCCC.CCCCCC.[Cl:12][C:13]1[CH:18]=[CH:17][CH:16]=[CH:15][C:14]=1[F:19].CON(C)[C:23]([C@@H:25]1[CH2:30][CH2:29][CH2:28][N:27]([C:31]([O:33][C:34]([CH3:37])([CH3:36])[CH3:35])=[O:32])[CH2:26]1)=[O:24], predict the reaction product. The product is: [Cl:12][C:13]1[C:14]([F:19])=[C:15]([CH:16]=[CH:17][CH:18]=1)[C:23]([C@@H:25]1[CH2:30][CH2:29][CH2:28][N:27]([C:31]([O:33][C:34]([CH3:37])([CH3:36])[CH3:35])=[O:32])[CH2:26]1)=[O:24].